Dataset: Catalyst prediction with 721,799 reactions and 888 catalyst types from USPTO. Task: Predict which catalyst facilitates the given reaction. (1) Reactant: CO[CH:3]([O:9]C)[CH2:4][C:5]1([OH:8])[CH2:7][CH2:6]1.N1C(C)=CC(C)=CC=1C.O([Si:28]([C:31]([CH3:34])([CH3:33])[CH3:32])([CH3:30])[CH3:29])S(C(F)(F)F)(=O)=O.FC(F)(F)S(O[Si](CC)(CC)CC)(=O)=O. Product: [Si:28]([O:8][C:5]1([CH2:4][CH:3]=[O:9])[CH2:6][CH2:7]1)([C:31]([CH3:34])([CH3:33])[CH3:32])([CH3:30])[CH3:29]. The catalyst class is: 232. (2) Reactant: C[Al](C)C.[N:5]([Si](C)(C)C)=[N+:6]=[N-:7].[I:12][C:13]1[CH:14]=[CH:15][C:16]2[N:17]([CH:19]=[C:20]([C:22]3[CH:29]=[CH:28][C:25]([C:26]#[N:27])=[CH:24][CH:23]=3)[N:21]=2)[CH:18]=1.Cl. Product: [I:12][C:13]1[CH:14]=[CH:15][C:16]2[N:17]([CH:19]=[C:20]([C:22]3[CH:29]=[CH:28][C:25]([C:26]4[NH:27][N:7]=[N:6][N:5]=4)=[CH:24][CH:23]=3)[N:21]=2)[CH:18]=1. The catalyst class is: 11. (3) Reactant: [C:1]1(=[O:11])[O:6][C:4](=O)[C:3]2=[CH:7][CH:8]=[CH:9][CH:10]=[C:2]12.[NH2:12][CH2:13][CH2:14][CH2:15][C:16]([OH:18])=[O:17].C(N(CC)CC)C. Product: [C:4]1(=[O:6])[N:12]([CH2:13][CH2:14][CH2:15][C:16]([OH:18])=[O:17])[C:1](=[O:11])[C:2]2=[CH:10][CH:9]=[CH:8][CH:7]=[C:3]12. The catalyst class is: 11. (4) Reactant: [C:1]1([C@H:11]([NH2:13])[CH3:12])[C:10]2[C:5](=[CH:6][CH:7]=[CH:8][CH:9]=2)[CH:4]=[CH:3][CH:2]=1.C(O[BH-](OC(=O)C)OC(=O)C)(=O)C.[Na+].[C:28]1([C@H:34]2[CH2:39][CH2:38][N:37]([C:40](=[O:45])[C:41]([F:44])([F:43])[F:42])[CH2:36][C@@H:35]2[CH:46]=O)[CH:33]=[CH:32][CH:31]=[CH:30][CH:29]=1.C(=O)([O-])O.[Na+]. Product: [C:1]1([C@H:11]([NH:13][CH2:46][CH:35]2[CH:34]([C:28]3[CH:33]=[CH:32][CH:31]=[CH:30][CH:29]=3)[CH2:39][CH2:38][N:37]([C:40](=[O:45])[C:41]([F:44])([F:42])[F:43])[CH2:36]2)[CH3:12])[C:10]2[C:5](=[CH:6][CH:7]=[CH:8][CH:9]=2)[CH:4]=[CH:3][CH:2]=1. The catalyst class is: 478. (5) Reactant: [OH:1][C:2]1([C:15]2[CH:16]=[CH:17][C:18]([CH2:21][N:22]3[C:30]4[C:25](=[CH:26][C:27]([S:31]([CH3:34])(=[O:33])=[O:32])=[CH:28][CH:29]=4)[CH:24]=[CH:23]3)=[N:19][CH:20]=2)[CH2:7][CH2:6][N:5]([C:8]([O:10][C:11]([CH3:14])([CH3:13])[CH3:12])=[O:9])[CH2:4][CH2:3]1.[H-].[Na+].[CH3:37]I.O. Product: [CH3:34][S:31]([C:27]1[CH:26]=[C:25]2[C:30](=[CH:29][CH:28]=1)[N:22]([CH2:21][C:18]1[CH:17]=[CH:16][C:15]([C:2]3([O:1][CH3:37])[CH2:7][CH2:6][N:5]([C:8]([O:10][C:11]([CH3:14])([CH3:13])[CH3:12])=[O:9])[CH2:4][CH2:3]3)=[CH:20][N:19]=1)[CH:23]=[CH:24]2)(=[O:33])=[O:32]. The catalyst class is: 7. (6) Product: [C:52]([NH:56][C:29]([C:28]1[C:22]2[C:23](=[N:24][CH:25]=[C:20]([C:6]3[C:5]4[C:9](=[CH:10][C:2]([F:1])=[CH:3][CH:4]=4)[N:8]([CH2:11][C:12]([N:14]4[CH2:19][CH2:18][O:17][CH2:16][CH2:15]4)=[O:13])[N:7]=3)[N:21]=2)[N:26]([CH2:32][O:33][CH2:34][CH2:35][Si:36]([CH3:37])([CH3:38])[CH3:39])[CH:27]=1)=[O:31])([CH3:55])([CH3:54])[CH3:53]. Reactant: [F:1][C:2]1[CH:10]=[C:9]2[C:5]([C:6]([C:20]3[N:21]=[C:22]4[C:28]([C:29]([OH:31])=O)=[CH:27][N:26]([CH2:32][O:33][CH2:34][CH2:35][Si:36]([CH3:39])([CH3:38])[CH3:37])[C:23]4=[N:24][CH:25]=3)=[N:7][N:8]2[CH2:11][C:12]([N:14]2[CH2:19][CH2:18][O:17][CH2:16][CH2:15]2)=[O:13])=[CH:4][CH:3]=1.C(N1C=CN=C1)(N1C=CN=C1)=O.[C:52]([NH2:56])([CH3:55])([CH3:54])[CH3:53]. The catalyst class is: 1.